Dataset: NCI-60 drug combinations with 297,098 pairs across 59 cell lines. Task: Regression. Given two drug SMILES strings and cell line genomic features, predict the synergy score measuring deviation from expected non-interaction effect. (1) Drug 1: CC12CCC(CC1=CCC3C2CCC4(C3CC=C4C5=CN=CC=C5)C)O. Drug 2: CC1CCC2CC(C(=CC=CC=CC(CC(C(=O)C(C(C(=CC(C(=O)CC(OC(=O)C3CCCCN3C(=O)C(=O)C1(O2)O)C(C)CC4CCC(C(C4)OC)O)C)C)O)OC)C)C)C)OC. Cell line: HOP-92. Synergy scores: CSS=26.3, Synergy_ZIP=3.00, Synergy_Bliss=5.47, Synergy_Loewe=-13.9, Synergy_HSA=7.01. (2) Drug 1: C1=CC(=CC=C1CCCC(=O)O)N(CCCl)CCCl. Drug 2: C1CC(C1)(C(=O)O)C(=O)O.[NH2-].[NH2-].[Pt+2]. Cell line: DU-145. Synergy scores: CSS=43.8, Synergy_ZIP=1.77, Synergy_Bliss=-2.14, Synergy_Loewe=-1.88, Synergy_HSA=-0.111. (3) Synergy scores: CSS=6.23, Synergy_ZIP=-1.45, Synergy_Bliss=1.25, Synergy_Loewe=-1.12, Synergy_HSA=0.613. Cell line: NCI-H322M. Drug 2: COC1=NC(=NC2=C1N=CN2C3C(C(C(O3)CO)O)O)N. Drug 1: C1=CC(=CC=C1CCC2=CNC3=C2C(=O)NC(=N3)N)C(=O)NC(CCC(=O)O)C(=O)O. (4) Drug 1: CCCCCOC(=O)NC1=NC(=O)N(C=C1F)C2C(C(C(O2)C)O)O. Drug 2: C1=NNC2=C1C(=O)NC=N2. Cell line: MDA-MB-435. Synergy scores: CSS=4.15, Synergy_ZIP=-2.07, Synergy_Bliss=1.41, Synergy_Loewe=0.0798, Synergy_HSA=1.05.